This data is from Full USPTO retrosynthesis dataset with 1.9M reactions from patents (1976-2016). The task is: Predict the reactants needed to synthesize the given product. (1) Given the product [NH2:28][CH:7]1[CH:8]([CH3:10])[CH2:9][CH:5]([CH2:4][CH2:3][C:1]#[N:2])[CH2:6]1, predict the reactants needed to synthesize it. The reactants are: [C:1]([CH2:3][CH2:4][C@H:5]1[CH2:9][C@H:8]([C:10](O)=O)[C@H:7](C)[CH2:6]1)#[N:2].C1C=CC(P([N:28]=[N+]=[N-])(C2C=CC=CC=2)=O)=CC=1.O.O.[OH-].[Li+]. (2) Given the product [CH3:1][O:2][C:3](=[O:11])[CH:4]([NH:10][C:27]([N:21]1[CH2:26][CH2:25][O:24][CH2:23][CH2:22]1)=[O:28])[CH2:5][C:6]([CH3:7])([CH3:8])[CH3:9], predict the reactants needed to synthesize it. The reactants are: [CH3:1][O:2][C:3](=[O:11])[CH:4]([NH2:10])[CH2:5][C:6]([CH3:9])([CH3:8])[CH3:7].CCN(C(C)C)C(C)C.[N:21]1([C:27](Cl)=[O:28])[CH2:26][CH2:25][O:24][CH2:23][CH2:22]1.